From a dataset of TCR-epitope binding with 47,182 pairs between 192 epitopes and 23,139 TCRs. Binary Classification. Given a T-cell receptor sequence (or CDR3 region) and an epitope sequence, predict whether binding occurs between them. (1) The TCR CDR3 sequence is CASSEGAEAFF. The epitope is FLNRFTTTL. Result: 1 (the TCR binds to the epitope). (2) The epitope is TPQDLNTML. The TCR CDR3 sequence is CASALGGDEQFF. Result: 1 (the TCR binds to the epitope). (3) The epitope is NLVPMVATV. The TCR CDR3 sequence is CASSLAGAKEAFF. Result: 0 (the TCR does not bind to the epitope). (4) The epitope is KLWAQCVQL. The TCR CDR3 sequence is CASSGAGNTGELFF. Result: 1 (the TCR binds to the epitope). (5) The epitope is FIAGLIAIV. The TCR CDR3 sequence is CASSQETSGTNLGTQYF. Result: 0 (the TCR does not bind to the epitope). (6) The epitope is LLALHRSYL. The TCR CDR3 sequence is CASSLIHSPTYNEQFF. Result: 0 (the TCR does not bind to the epitope). (7) The epitope is PKYVKQNTLKLAT. The TCR CDR3 sequence is CASNSGYMNFF. Result: 1 (the TCR binds to the epitope). (8) The epitope is GTHWFVTQR. Result: 0 (the TCR does not bind to the epitope). The TCR CDR3 sequence is CASSLTGTGDQETQYF.